From a dataset of Reaction yield outcomes from USPTO patents with 853,638 reactions. Predict the reaction yield, written as a fraction of the theoretical maximum amount of product (1.0 means a 100% yield; for example, 0.34 means a 34% yield). (1) The reactants are [Cl:1][C:2]1[C:10]2[N:9]=[C:8]3[N:11]([C:15]4[CH:20]=[CH:19][C:18]([Cl:21])=[CH:17][C:16]=4[Cl:22])[CH2:12][CH2:13][CH2:14][N:7]3[C:6]=2[C:5]([CH:23]([OH:26])[CH2:24][CH3:25])=[CH:4][CH:3]=1.[C:27](=O)([O-])[O-].[K+].[K+].CI. The catalyst is CN(C)C=O.[Cl-].[NH4+]. The product is [Cl:1][C:2]1[C:10]2[N:9]=[C:8]3[N:11]([C:15]4[CH:20]=[CH:19][C:18]([Cl:21])=[CH:17][C:16]=4[Cl:22])[CH2:12][CH2:13][CH2:14][N:7]3[C:6]=2[C:5]([CH:23]([O:26][CH3:27])[CH2:24][CH3:25])=[CH:4][CH:3]=1. The yield is 0.760. (2) The reactants are [CH2:1]([O:8][N:9]([C@H:22]1[CH2:27][N:26]([C:28]([O:30][C:31]([CH3:34])([CH3:33])[CH3:32])=[O:29])[C@H:25]([C:35]2[S:39][N:38]=[CH:37][N:36]=2)[CH2:24][CH2:23]1)S(C1C=CC=CC=1[N+]([O-])=O)(=O)=O)[C:2]1[CH:7]=[CH:6][CH:5]=[CH:4][CH:3]=1.O[Li].O.SCC(O)=O. The catalyst is CN(C=O)C.CCOC(C)=O. The product is [CH2:1]([O:8][NH:9][C@H:22]1[CH2:27][N:26]([C:28]([O:30][C:31]([CH3:34])([CH3:33])[CH3:32])=[O:29])[C@H:25]([C:35]2[S:39][N:38]=[CH:37][N:36]=2)[CH2:24][CH2:23]1)[C:2]1[CH:7]=[CH:6][CH:5]=[CH:4][CH:3]=1. The yield is 0.750. (3) The reactants are [N:1]1([C:8]2[CH:18]=[CH:17][C:11]([C:12]([O:14][CH2:15][CH3:16])=[O:13])=[CH:10][CH:9]=2)[CH2:7][CH2:6][CH2:5][NH:4][CH2:3][CH2:2]1.[CH:19](=O)[CH3:20].C(O)(=O)C.C([BH3-])#N.[Na+].C(O[BH-](OC(=O)C)OC(=O)C)(=O)C.[Na+]. The catalyst is O1CCCC1.CO. The product is [CH2:19]([N:4]1[CH2:5][CH2:6][CH2:7][N:1]([C:8]2[CH:18]=[CH:17][C:11]([C:12]([O:14][CH2:15][CH3:16])=[O:13])=[CH:10][CH:9]=2)[CH2:2][CH2:3]1)[CH3:20]. The yield is 0.760. (4) The reactants are C([O:3][C:4]([C:6]1([C:10]2[CH:11]=[C:12]([C:23]3[CH:28]=[CH:27][C:26]([C:29]([F:32])([F:31])[F:30])=[CH:25][CH:24]=3)[C:13]([O:17][CH2:18][C:19]([F:22])([F:21])[F:20])=[C:14]([Cl:16])[CH:15]=2)[CH2:9][CH2:8][CH2:7]1)=[O:5])C.O.[OH-].[Li+]. The catalyst is CO.C1COCC1.O. The product is [Cl:16][C:14]1[CH:15]=[C:10]([C:6]2([C:4]([OH:5])=[O:3])[CH2:7][CH2:8][CH2:9]2)[CH:11]=[C:12]([C:23]2[CH:24]=[CH:25][C:26]([C:29]([F:30])([F:31])[F:32])=[CH:27][CH:28]=2)[C:13]=1[O:17][CH2:18][C:19]([F:21])([F:22])[F:20]. The yield is 0.880. (5) The reactants are [C:1]1([CH2:7][C:8]([O:10]CC)=O)[CH:6]=[CH:5][CH:4]=[CH:3][CH:2]=1.[CH3:13][C:14]([CH3:16])=[O:15].Cl. The catalyst is CCOCC. The product is [C:1]1([CH2:7][C:8](=[O:10])[CH2:13][C:14](=[O:15])[CH3:16])[CH:2]=[CH:3][CH:4]=[CH:5][CH:6]=1. The yield is 0.440. (6) The reactants are [C:1]([O:5][C:6]([N:8]1[CH2:13][CH2:12][CH:11](OS(C2C=CC(C)=CC=2)(=O)=O)[CH2:10][CH2:9]1)=[O:7])([CH3:4])([CH3:3])[CH3:2].[CH3:25][C@H:26]1[CH2:30][CH2:29][CH2:28][NH:27]1.C([O-])([O-])=O.[K+].[K+].O. The catalyst is C(#N)C. The product is [C:1]([O:5][C:6]([N:8]1[CH2:9][CH2:10][CH:11]([N:27]2[CH2:28][CH2:29][CH2:30][C@@H:26]2[CH3:25])[CH2:12][CH2:13]1)=[O:7])([CH3:2])([CH3:3])[CH3:4]. The yield is 0.400. (7) The reactants are [C:1]([C:3]([C:6]1[CH:7]=[C:8]([CH:13]=[CH:14][CH:15]=1)[C:9]([O:11]C)=[O:10])([CH3:5])[CH3:4])#[N:2].[Li+].[OH-]. The catalyst is C1COCC1. The product is [C:1]([C:3]([C:6]1[CH:7]=[C:8]([CH:13]=[CH:14][CH:15]=1)[C:9]([OH:11])=[O:10])([CH3:5])[CH3:4])#[N:2]. The yield is 0.630. (8) The reactants are [CH3:1][C:2]1[CH:7]=[C:6]([CH3:8])[CH:5]=[C:4]([CH3:9])[C:3]=1[NH:10][C:11]([NH:13][C:14]1[C:15]([C:24]([NH:26][C@H:27]([C:34]([O:36]CC2C=CC=CC=2)=[O:35])[CH2:28][C:29]([O:31][CH2:32][CH3:33])=[O:30])=[O:25])=[CH:16][C:17]2[C:22]([CH:23]=1)=[CH:21][CH:20]=[CH:19][CH:18]=2)=[O:12].[H][H]. The catalyst is CCO.C(OCC)(=O)C.[Pd]. The product is [CH2:32]([O:31][C:29](=[O:30])[CH2:28][C@H:27]([NH:26][C:24]([C:15]1[C:14]([NH:13][C:11]([NH:10][C:3]2[C:2]([CH3:1])=[CH:7][C:6]([CH3:8])=[CH:5][C:4]=2[CH3:9])=[O:12])=[CH:23][C:22]2[C:17](=[CH:18][CH:19]=[CH:20][CH:21]=2)[CH:16]=1)=[O:25])[C:34]([OH:36])=[O:35])[CH3:33]. The yield is 0.830. (9) The reactants are C(N(CC)CC)C.[Br:8][C:9]1[CH:15]=[CH:14][C:12]([NH2:13])=[CH:11][CH:10]=1.[C:16](Cl)(=[O:18])[CH3:17].C(=O)([O-])O.[Na+]. The catalyst is O1CCCC1. The product is [Br:8][C:9]1[CH:15]=[CH:14][C:12]([NH:13][C:16](=[O:18])[CH3:17])=[CH:11][CH:10]=1. The yield is 0.990.